From a dataset of Full USPTO retrosynthesis dataset with 1.9M reactions from patents (1976-2016). Predict the reactants needed to synthesize the given product. (1) Given the product [CH3:25][O:24][C:21]1[N:20]=[CH:19][C:18]([N:8]2[C:9]([C:11]3[CH:12]=[N:13][C:14]([CH3:17])=[CH:15][CH:16]=3)=[CH:10][C:6]([C:4]([OH:5])=[O:3])=[N:7]2)=[CH:23][CH:22]=1, predict the reactants needed to synthesize it. The reactants are: C([O:3][C:4]([C:6]1[CH:10]=[C:9]([C:11]2[CH:12]=[N:13][C:14]([CH3:17])=[CH:15][CH:16]=2)[N:8]([C:18]2[CH:19]=[N:20][C:21]([O:24][CH3:25])=[CH:22][CH:23]=2)[N:7]=1)=[O:5])C.[OH-].[Na+].Cl.O. (2) The reactants are: [Cl:1][C:2]1[CH:3]=[C:4]([C:9]2([C:21]([F:24])([F:23])[F:22])[O:13][N:12]=[C:11]([C:14]3[CH:15]=[C:16]([CH:18]=[CH:19][CH:20]=3)[NH2:17])[CH2:10]2)[CH:5]=[C:6]([Cl:8])[CH:7]=1.C(N(CC)CC)C.[F:32][C:33]([F:44])([F:43])[C:34](O[C:34](=[O:35])[C:33]([F:44])([F:43])[F:32])=[O:35].C(=O)(O)[O-].[Na+]. Given the product [Cl:1][C:2]1[CH:3]=[C:4]([C:9]2([C:21]([F:22])([F:24])[F:23])[O:13][N:12]=[C:11]([C:14]3[CH:15]=[C:16]([NH:17][C:34](=[O:35])[C:33]([F:44])([F:43])[F:32])[CH:18]=[CH:19][CH:20]=3)[CH2:10]2)[CH:5]=[C:6]([Cl:8])[CH:7]=1, predict the reactants needed to synthesize it. (3) The reactants are: [Cl:1][C:2]1[CH:3]=[C:4]([CH2:18][N:19]2[C:23]([CH3:24])=[CH:22][C:21]([C:25](O)=[O:26])=[N:20]2)[C:5]2[O:9][C:8]([C:10]3[CH:15]=[CH:14][CH:13]=[CH:12][C:11]=3[Cl:16])=[CH:7][C:6]=2[CH:17]=1.[NH2:28][CH2:29][CH:30]1[CH2:35][CH2:34][N:33]([C:36]([O:38][C:39]([CH3:42])([CH3:41])[CH3:40])=[O:37])[CH2:32][CH2:31]1.CCN=C=NCCCN(C)C.C1C=CC2N(O)N=NC=2C=1. Given the product [Cl:1][C:2]1[CH:3]=[C:4]([CH2:18][N:19]2[C:23]([CH3:24])=[CH:22][C:21]([C:25]([NH:28][CH2:29][CH:30]3[CH2:35][CH2:34][N:33]([C:36]([O:38][C:39]([CH3:42])([CH3:41])[CH3:40])=[O:37])[CH2:32][CH2:31]3)=[O:26])=[N:20]2)[C:5]2[O:9][C:8]([C:10]3[CH:15]=[CH:14][CH:13]=[CH:12][C:11]=3[Cl:16])=[CH:7][C:6]=2[CH:17]=1, predict the reactants needed to synthesize it. (4) Given the product [C:23]([OH:25])(=[C:6]1[C:7](=[O:8])[CH2:9][C:2]([CH3:10])([CH3:1])[CH2:3][C:4]1=[O:5])[CH3:24], predict the reactants needed to synthesize it. The reactants are: [CH3:1][C:2]1([CH3:10])[CH2:9][C:7](=[O:8])[CH2:6][C:4](=[O:5])[CH2:3]1.Cl.CN(C)CCCN=C=NCC.[C:23](O)(=[O:25])[CH3:24]. (5) Given the product [CH3:33][O:32][C:10]1[C:9]([OH:8])=[CH:25][C:24]2[CH2:23][CH2:22][CH:21]3[CH:13]([CH2:14][CH2:15][C:16]4([CH3:31])[CH:20]3[CH2:19][CH2:18][CH:17]4[O:26][CH2:27][CH2:28][O:29][CH3:30])[C:12]=2[CH:11]=1, predict the reactants needed to synthesize it. The reactants are: C([Si]([O:8][C:9]1[C:10]([O:32][CH3:33])=[CH:11][C:12]2[CH:13]3[CH:21]([CH2:22][CH2:23][C:24]=2[CH:25]=1)[CH:20]1[C:16]([CH3:31])([CH:17]([O:26][CH2:27][CH2:28][O:29][CH3:30])[CH2:18][CH2:19]1)[CH2:15][CH2:14]3)(C)C)(C)(C)C.CCCC[N+](CCCC)(CCCC)CCCC.[F-]. (6) Given the product [NH2:3][C:2]1[S:1][C:11]2[C:6]([N:5]=1)=[CH:7][CH:8]=[C:9]([O:12][C:13]1[CH:14]=[C:15]([NH:20][C:21](=[O:30])[O:22][CH2:23][C:24]3[CH:25]=[CH:26][CH:27]=[CH:28][CH:29]=3)[CH:16]=[CH:17][C:18]=1[CH3:19])[N:10]=2, predict the reactants needed to synthesize it. The reactants are: [S-:1][C:2]#[N:3].[K+].[NH2:5][C:6]1[CH:7]=[CH:8][C:9]([O:12][C:13]2[CH:14]=[C:15]([NH:20][C:21](=[O:30])[O:22][CH2:23][C:24]3[CH:29]=[CH:28][CH:27]=[CH:26][CH:25]=3)[CH:16]=[CH:17][C:18]=2[CH3:19])=[N:10][CH:11]=1.BrBr. (7) Given the product [C:24]([C:26]1[CH:31]=[CH:30][C:29]([S:32]([N:6]2[CH2:5][CH2:4][N:3]([C:8]([O:10][C:11]([CH3:13])([CH3:12])[CH3:14])=[O:9])[C@@H:2]([CH3:1])[CH2:7]2)(=[O:34])=[O:33])=[C:28]([CH3:36])[CH:27]=1)#[N:25], predict the reactants needed to synthesize it. The reactants are: [CH3:1][C@H:2]1[CH2:7][NH:6][CH2:5][CH2:4][N:3]1[C:8]([O:10][C:11]([CH3:14])([CH3:13])[CH3:12])=[O:9].CCN(C(C)C)C(C)C.[C:24]([C:26]1[CH:31]=[CH:30][C:29]([S:32](Cl)(=[O:34])=[O:33])=[C:28]([CH3:36])[CH:27]=1)#[N:25]. (8) Given the product [CH3:16][N:17]1[C:5]([OH:6])=[CH:4][C:3]([CH:2]([F:11])[F:1])=[N:18]1, predict the reactants needed to synthesize it. The reactants are: [F:1][CH:2]([F:11])[C:3](=O)[CH2:4][C:5](OCC)=[O:6].C(O)(=O)C.[CH3:16][NH:17][NH2:18]. (9) Given the product [CH3:22][C:20]1[O:19][N:18]=[C:17]([C:15]2[N:3]3[NH:4][C:5](=[O:12])[C:6]4[C:11]([C:2]3=[N:1][CH:14]=2)=[CH:10][CH:9]=[CH:8][CH:7]=4)[CH:21]=1, predict the reactants needed to synthesize it. The reactants are: [NH2:1][C:2]1[C:11]2[C:6](=[CH:7][CH:8]=[CH:9][CH:10]=2)[C:5](=[O:12])[NH:4][N:3]=1.O[CH2:14][C:15]([C:17]1[CH:21]=[C:20]([CH3:22])[O:19][N:18]=1)=O.FC(F)(F)C(O)=O. (10) Given the product [CH3:1][O:2][C:3]1[CH:15]=[C:14]2[C:6](=[CH:5][CH:4]=1)[NH:7][C:8]1[CH:9]=[CH:10][C:11]([NH2:16])=[CH:12][C:13]2=1, predict the reactants needed to synthesize it. The reactants are: [CH3:1][O:2][C:3]1[CH:4]=[CH:5][C:6]2[NH:7][C:8]3[C:13]([C:14]=2[CH:15]=1)=[CH:12][C:11]([N+:16]([O-])=O)=[CH:10][CH:9]=3.